This data is from Forward reaction prediction with 1.9M reactions from USPTO patents (1976-2016). The task is: Predict the product of the given reaction. (1) Given the reactants [CH3:1][N:2]([CH:10]1[CH2:15][CH2:14][NH:13][CH2:12][CH2:11]1)[C:3](=[O:9])[O:4][C:5]([CH3:8])([CH3:7])[CH3:6].[N:16]1([C:21]2[CH:22]=[C:23]([CH:26]=[CH:27][N:28]=2)[CH:24]=O)[CH2:20][CH2:19][CH2:18][CH2:17]1.C(O)(=O)C.C(O[BH-](OC(=O)C)OC(=O)C)(=O)C.[Na+].C(=O)([O-])O.[Na+], predict the reaction product. The product is: [CH3:1][N:2]([CH:10]1[CH2:11][CH2:12][N:13]([CH2:24][C:23]2[CH:26]=[CH:27][N:28]=[C:21]([N:16]3[CH2:20][CH2:19][CH2:18][CH2:17]3)[CH:22]=2)[CH2:14][CH2:15]1)[C:3](=[O:9])[O:4][C:5]([CH3:8])([CH3:6])[CH3:7]. (2) Given the reactants [CH2:1]([C:4]1[C:27]([N:28]([CH2:35][CH3:36])[CH:29]2[CH2:34][CH2:33][O:32][CH2:31][CH2:30]2)=[CH:26][CH:25]=[CH:24][C:5]=1[C:6]([NH:8][CH2:9][C:10]1[C:11]([O:22][CH3:23])=[N:12][C:13]([CH3:21])=[CH:14][C:15]=1[CH:16]([CH2:18][CH:19]=[CH2:20])[CH3:17])=[O:7])C=C, predict the reaction product. The product is: [CH2:35]([N:28]([CH:29]1[CH2:30][CH2:31][O:32][CH2:33][CH2:34]1)[C:27]1[C:4]2[CH2:1][CH:20]=[CH:19][CH2:18][CH:16]([CH3:17])[C:15]3[CH:14]=[C:13]([CH3:21])[N:12]=[C:11]([O:22][CH3:23])[C:10]=3[CH2:9][NH:8][C:6](=[O:7])[C:5]=2[CH:24]=[CH:25][CH:26]=1)[CH3:36].